From a dataset of Reaction yield outcomes from USPTO patents with 853,638 reactions. Predict the reaction yield, written as a fraction of the theoretical maximum amount of product (1.0 means a 100% yield; for example, 0.34 means a 34% yield). (1) The reactants are [CH2:1]([O:5][C:6]([C:8]1[N:9]=[C:10](Br)[C:11]2[C:16]([C:17]=1[OH:18])=[CH:15][C:14]([S:19]([C:22]1[CH:27]=[CH:26][CH:25]=[CH:24][CH:23]=1)(=[O:21])=[O:20])=[CH:13][CH:12]=2)=[O:7])[CH2:2][CH2:3][CH3:4].[C:29]([Cu])#[N:30]. No catalyst specified. The product is [CH2:1]([O:5][C:6]([C:8]1[N:9]=[C:10]([C:29]#[N:30])[C:11]2[C:16]([C:17]=1[OH:18])=[CH:15][C:14]([S:19]([C:22]1[CH:27]=[CH:26][CH:25]=[CH:24][CH:23]=1)(=[O:21])=[O:20])=[CH:13][CH:12]=2)=[O:7])[CH2:2][CH2:3][CH3:4]. The yield is 0.490. (2) The yield is 0.500. The reactants are [C:1]1([CH2:7][N:8]2[CH2:13][C:12](=[O:14])[N:11]([CH2:15][C:16]3[CH:21]=[CH:20][CH:19]=[CH:18][CH:17]=3)[CH2:10][C:9]2=[O:22])[CH:6]=[CH:5][CH:4]=[CH:3][CH:2]=1.C([N-]C(C)C)(C)C.[Li+].[O:31]=[C:32]1[CH2:35][N:34]([C:36]([O:38][C:39]([CH3:42])([CH3:41])[CH3:40])=[O:37])[CH2:33]1. The catalyst is C1COCC1. The product is [O:14]=[C:12]1[N:11]([CH2:15][C:16]2[CH:21]=[CH:20][CH:19]=[CH:18][CH:17]=2)[CH2:10][C:9](=[O:22])[N:8]([CH2:7][C:1]2[CH:2]=[CH:3][CH:4]=[CH:5][CH:6]=2)[CH:13]1[C:32]1([OH:31])[CH2:33][N:34]([C:36]([O:38][C:39]([CH3:41])([CH3:40])[CH3:42])=[O:37])[CH2:35]1.